Dataset: Reaction yield outcomes from USPTO patents with 853,638 reactions. Task: Predict the reaction yield, written as a fraction of the theoretical maximum amount of product (1.0 means a 100% yield; for example, 0.34 means a 34% yield). The reactants are Cl[C:2]1[CH:7]=[CH:6][C:5]([N+:8]([O-:10])=[O:9])=[CH:4][N:3]=1.[CH:11]([O:14][Na])([CH3:13])[CH3:12]. The catalyst is CC(O)C. The product is [O:14]([C:2]1[CH:7]=[CH:6][C:5]([N+:8]([O-:10])=[O:9])=[CH:4][N:3]=1)[CH:11]([CH3:13])[CH3:12]. The yield is 0.790.